Task: Regression/Classification. Given a drug SMILES string, predict its absorption, distribution, metabolism, or excretion properties. Task type varies by dataset: regression for continuous measurements (e.g., permeability, clearance, half-life) or binary classification for categorical outcomes (e.g., BBB penetration, CYP inhibition). Dataset: hlm.. Dataset: Human liver microsome stability data (1) The drug is O/N=C(\CNC1CCCCC1)c1ccccc1. The result is 0 (unstable in human liver microsomes). (2) The compound is Cc1ccsc1-c1cccnc1. The result is 0 (unstable in human liver microsomes).